Dataset: Catalyst prediction with 721,799 reactions and 888 catalyst types from USPTO. Task: Predict which catalyst facilitates the given reaction. (1) Reactant: [NH2:1][C:2]1[C:10]2[C:5](=[N:6][C:7]([CH3:15])=[CH:8][C:9]=2[C:11]([F:14])([F:13])[F:12])[S:4][C:3]=1[C:16]([OH:18])=O.CN(C(ON1N=NC2C=CC=NC1=2)=[N+](C)C)C.F[P-](F)(F)(F)(F)F.CCN(C(C)C)C(C)C.[Cl:52][C:53]1[CH:54]=[C:55]([CH2:60][CH2:61][NH2:62])[CH:56]=[CH:57][C:58]=1[Cl:59]. Product: [NH2:1][C:2]1[C:10]2[C:5](=[N:6][C:7]([CH3:15])=[CH:8][C:9]=2[C:11]([F:12])([F:13])[F:14])[S:4][C:3]=1[C:16]([NH:62][CH2:61][CH2:60][C:55]1[CH:56]=[CH:57][C:58]([Cl:59])=[C:53]([Cl:52])[CH:54]=1)=[O:18]. The catalyst class is: 3. (2) Reactant: Br[C:2]1[C:3]([F:12])=[C:4]([CH:9]=[CH:10][CH:11]=1)[C:5]([O:7][CH3:8])=[O:6].[S:13]1[CH:17]=[CH:16][CH:15]=[C:14]1B(O)O.COCCOC.C(=O)([O-])[O-].[Na+].[Na+]. Product: [F:12][C:3]1[C:2]([C:14]2[S:13][CH:17]=[CH:16][CH:15]=2)=[CH:11][CH:10]=[CH:9][C:4]=1[C:5]([O:7][CH3:8])=[O:6]. The catalyst class is: 535.